Dataset: Reaction yield outcomes from USPTO patents with 853,638 reactions. Task: Predict the reaction yield, written as a fraction of the theoretical maximum amount of product (1.0 means a 100% yield; for example, 0.34 means a 34% yield). (1) The reactants are [C:1]([C:5]1[CH:10]=[C:9](Br)[C:8]([N+:12]([O-:14])=[O:13])=[CH:7][C:6]=1[OH:15])([CH3:4])([CH3:3])[CH3:2].[CH2:16]([O:18][C:19]1[CH:24]=[CH:23][CH:22]=[CH:21][C:20]=1B(O)O)[CH3:17].C(=O)([O-])[O-].[K+].[K+].O. The catalyst is CN(C=O)C.C1C=CC([P]([Pd]([P](C2C=CC=CC=2)(C2C=CC=CC=2)C2C=CC=CC=2)([P](C2C=CC=CC=2)(C2C=CC=CC=2)C2C=CC=CC=2)[P](C2C=CC=CC=2)(C2C=CC=CC=2)C2C=CC=CC=2)(C2C=CC=CC=2)C2C=CC=CC=2)=CC=1. The product is [C:1]([C:5]1[CH:10]=[C:9]([C:20]2[CH:21]=[CH:22][CH:23]=[CH:24][C:19]=2[O:18][CH2:16][CH3:17])[C:8]([N+:12]([O-:14])=[O:13])=[CH:7][C:6]=1[OH:15])([CH3:4])([CH3:3])[CH3:2]. The yield is 0.920. (2) The reactants are [Cl:1][C:2]1[CH:9]=[CH:8][C:5]([CH:6]=[O:7])=[C:4](F)[CH:3]=1.[CH2:11]1[CH:15]2[CH2:16][NH:17][CH2:18][CH:14]2[CH2:13][N:12]1[C:19]([O:21][C:22]([CH3:25])([CH3:24])[CH3:23])=[O:20].CS(C)=O.C([O-])([O-])=O.[K+].[K+]. The catalyst is O. The product is [Cl:1][C:2]1[CH:9]=[CH:8][C:5]([CH:6]=[O:7])=[C:4]([N:17]2[CH2:16][CH:15]3[CH2:11][N:12]([C:19]([O:21][C:22]([CH3:25])([CH3:24])[CH3:23])=[O:20])[CH2:13][CH:14]3[CH2:18]2)[CH:3]=1. The yield is 0.800. (3) The reactants are [CH3:1][Mg+].[Br-].[F:4][C:5]1[CH:10]=[C:9]([N:11]2[CH:15]=[CH:14][CH:13]=[N:12]2)[CH:8]=[CH:7][C:6]=1[N:16]1[CH:21]=[C:20]([O:22][CH3:23])[C:19](=[O:24])[C:18]([C:25](N(OC)C)=[O:26])=[N:17]1. The catalyst is C1COCC1. The product is [C:25]([C:18]1[C:19](=[O:24])[C:20]([O:22][CH3:23])=[CH:21][N:16]([C:6]2[CH:7]=[CH:8][C:9]([N:11]3[CH:15]=[CH:14][CH:13]=[N:12]3)=[CH:10][C:5]=2[F:4])[N:17]=1)(=[O:26])[CH3:1]. The yield is 0.720. (4) The reactants are [Br:1][C:2]1[CH:7]=[CH:6][CH:5]=[C:4]([NH:8][C:9]([NH:11]C(=O)C2C=CC=CC=2)=[S:10])[N:3]=1.[OH-].[Na+].Cl.C(=O)(O)[O-].[K+]. No catalyst specified. The product is [Br:1][C:2]1[N:3]=[C:4]([NH:8][C:9]([NH2:11])=[S:10])[CH:5]=[CH:6][CH:7]=1. The yield is 0.940. (5) The reactants are C([O:8][C:9]1[CH:30]=[C:29]([O:31]CC2C=CC=CC=2)[C:28]([CH:39]([CH3:41])[CH3:40])=[CH:27][C:10]=1[C:11]([NH:13][C:14]1[CH:19]=CC(OC)=[C:16]([N:22]([CH3:26])[CH2:23][CH2:24][CH3:25])[CH:15]=1)=O)C1C=CC=CC=1.COC1C=CC(P2(SP(C3C=CC([O:62][CH3:63])=CC=3)(=S)S2)=S)=CC=1.[NH2:64][NH2:65].C1N=CN(C(N2C=NC=C2)=O)C=1.O1[CH2:83][CH2:82][O:81][CH2:80]C1. The catalyst is C1(C)C=CC=CC=1.C(OCC)(=O)C.O. The product is [OH:62][C:63]1[N:13]([C:14]2[CH:19]=[CH:83][C:82]([O:81][CH3:80])=[C:16]([N:22]([CH3:26])[CH2:23][CH2:24][CH3:25])[CH:15]=2)[C:11]([C:10]2[CH:27]=[C:28]([CH:39]([CH3:40])[CH3:41])[C:29]([OH:31])=[CH:30][C:9]=2[OH:8])=[N:64][N:65]=1. The yield is 0.330.